From a dataset of Catalyst prediction with 721,799 reactions and 888 catalyst types from USPTO. Predict which catalyst facilitates the given reaction. (1) Reactant: [NH2:1][C:2]1[CH:7]=[CH:6][C:5]([C:8]2[N:12]([CH3:13])[C:11]([C:14]#[N:15])=[CH:10][CH:9]=2)=[CH:4][C:3]=1[F:16].[CH3:17][S:18](Cl)(=[O:20])=[O:19].O. Product: [C:14]([C:11]1[N:12]([CH3:13])[C:8]([C:5]2[CH:6]=[CH:7][C:2]([NH:1][S:18]([CH3:17])(=[O:20])=[O:19])=[C:3]([F:16])[CH:4]=2)=[CH:9][CH:10]=1)#[N:15]. The catalyst class is: 300. (2) Reactant: Cl[C:2]1[N:10]=[C:9]([CH3:11])[CH:8]=[CH:7][C:3]=1[C:4]([OH:6])=[O:5].[NH2:12][C:13]1[CH:14]=[C:15]2[C:19](=[CH:20][CH:21]=1)[NH:18][N:17]=[CH:16]2.N1C=CC=CC=1.O. Product: [NH:18]1[C:19]2[C:15](=[CH:14][C:13]([NH:12][C:2]3[N:10]=[C:9]([CH3:11])[CH:8]=[CH:7][C:3]=3[C:4]([OH:6])=[O:5])=[CH:21][CH:20]=2)[CH:16]=[N:17]1. The catalyst class is: 5. (3) Reactant: [NH:1]1[C:5]2[CH:6]=[CH:7][CH:8]=[CH:9][C:4]=2[N:3]=[C:2]1[CH2:10][C:11]1[CH:20]=[CH:19][C:14]([C:15]([O:17]C)=[O:16])=[CH:13][CH:12]=1.[OH-].[Na+].O. Product: [NH:1]1[C:5]2[CH:6]=[CH:7][CH:8]=[CH:9][C:4]=2[N:3]=[C:2]1[CH2:10][C:11]1[CH:20]=[CH:19][C:14]([C:15]([OH:17])=[O:16])=[CH:13][CH:12]=1. The catalyst class is: 5. (4) Reactant: [NH2:1][C:2]1[N:7]2[N:8]=[C:9]([C:11]([CH3:14])([CH3:13])[CH3:12])[CH:10]=[C:6]2[N:5]=[CH:4][C:3]=1[C:15](OCC)=[O:16]. Product: [NH2:1][C:2]1[N:7]2[N:8]=[C:9]([C:11]([CH3:12])([CH3:14])[CH3:13])[CH:10]=[C:6]2[N:5]=[CH:4][C:3]=1[CH2:15][OH:16]. The catalyst class is: 7.